The task is: Regression/Classification. Given a drug SMILES string, predict its absorption, distribution, metabolism, or excretion properties. Task type varies by dataset: regression for continuous measurements (e.g., permeability, clearance, half-life) or binary classification for categorical outcomes (e.g., BBB penetration, CYP inhibition). For this dataset (solubility_aqsoldb), we predict Y.. This data is from Aqueous solubility values for 9,982 compounds from the AqSolDB database. (1) The drug is Cc1nccc2c1[nH]c1ccccc12. The Y is -3.79 log mol/L. (2) The Y is -0.831 log mol/L. The molecule is CCCCCCCCCCCCCC(=O)N[C@@H](CCC(=O)O)C(=O)[O-].[K+].